From a dataset of Forward reaction prediction with 1.9M reactions from USPTO patents (1976-2016). Predict the product of the given reaction. Given the reactants Br[C:2]1[CH:11]=[CH:10][CH:9]=[C:8]2[C:3]=1[CH:4]=[C:5]([O:13][CH3:14])[C:6](=[O:12])[NH:7]2.[F:15][C:16]1[CH:21]=[CH:20][C:19](B(O)O)=[CH:18][CH:17]=1.C([O-])([O-])=O.[Na+].[Na+], predict the reaction product. The product is: [F:15][C:16]1[CH:21]=[CH:20][C:19]([C:2]2[CH:11]=[CH:10][CH:9]=[C:8]3[C:3]=2[CH:4]=[C:5]([O:13][CH3:14])[C:6](=[O:12])[NH:7]3)=[CH:18][CH:17]=1.